Dataset: Forward reaction prediction with 1.9M reactions from USPTO patents (1976-2016). Task: Predict the product of the given reaction. (1) Given the reactants N1[C:9]2[C:4](=[CH:5]C=CC=2)[CH:3]=[CH:2]1.[C:10]([OH:13])(=O)[CH3:11].[CH3:14][CH:15](C)C(=O)C.[NH:20]([C:22]1[CH:27]=[CH:26][C:25]([S:28]([OH:31])(=[O:30])=[O:29])=[CH:24][CH:23]=1)N, predict the reaction product. The product is: [CH3:2][C:3]1[C:4]([CH3:9])([CH3:5])[C:27]2[C:22](=[CH:23][CH:24]=[C:25]([S:28]([OH:31])(=[O:30])=[O:29])[CH:26]=2)[N:20]=1.[CH3:14][CH2:15][O:13][CH2:10][CH3:11]. (2) Given the reactants [C:1]([C:3]1[CH:12]=[C:11]2[C:6]([CH2:7][CH2:8][NH:9][CH2:10]2)=[CH:5][CH:4]=1)#[N:2].C(=O)([O-])[O-].[K+].[K+].Br[CH2:20][CH2:21][C:22]([O:24][C:25]([CH3:28])([CH3:27])[CH3:26])=[O:23], predict the reaction product. The product is: [C:1]([C:3]1[CH:12]=[C:11]2[C:6]([CH2:7][CH2:8][N:9]([CH2:20][CH2:21][C:22]([O:24][C:25]([CH3:28])([CH3:27])[CH3:26])=[O:23])[CH2:10]2)=[CH:5][CH:4]=1)#[N:2]. (3) Given the reactants [NH2:1][C:2]1[N:3]=[CH:4][C:5]([C:20]2[CH:30]=[CH:29][C:23]([C:24]([N:26]([CH3:28])[CH3:27])=[O:25])=[CH:22][CH:21]=2)=[N:6][C:7]=1[C:8]1[O:9][C:10]([C:13]2[CH:18]=[CH:17][CH:16]=CC=2C)=[N:11][N:12]=1.NC1N=CC(C2C=CC(C(N(C)C)=O)=CC=2)=NC=1C1[O:39]C(C2C=CC(O)=CC=2)=NN=1.NC1N=CC(C2C=CC(C(N(C)C)=O)=CC=2)=NC=1C1OC(C2CC2)=NN=1.NC1N=CC(C2C=CC(C(N(C)C)=O)=CC=2)=NC=1C1OC(C2C=CC(OC)=CC=2)=NN=1.NC1N=CC(C2C=CC(C(N(C)C)=O)=CC=2)=NC=1C1OC(C2SC=CC=2C)=NN=1.NC1N=CC(C2C=CC(C(N(C)C)=O)=CC=2)=NC=1C1OC(C2C=CC=CC=2I)=NN=1.NC1N=CC(C2C=CC(C(N(C)C)=O)=CC=2)=NC=1C1OC(C2C=C(C)C=CC=2)=NN=1.NC1N=CC(C2C=CC(C(N(C)C)=O)=CC=2)=NC=1C1OC(C2C=CC=CC=2OC)=NN=1.NC1N=CC(C2C=CC(C(N(C)C)=O)=CC=2)=NC=1C1OC(C2SC(C)=CC=2)=NN=1.NC1N=CC(C2C=CC(C(N(C)C)=O)=CC=2)=NC=1C1OC(C2C=CSC=2)=NN=1, predict the reaction product. The product is: [NH2:1][C:2]1[N:3]=[CH:4][C:5]([C:20]2[CH:30]=[CH:29][C:23]([C:24]([N:26]([CH3:27])[CH3:28])=[O:25])=[CH:22][CH:21]=2)=[N:6][C:7]=1[C:8]1[O:9][C:10]([C:13]2[O:39][CH:16]=[CH:17][CH:18]=2)=[N:11][N:12]=1. (4) Given the reactants [F:1][C:2]([F:15])([F:14])[C:3]([C:6]1[CH:11]=[CH:10][CH:9]=[C:8]([O:12][CH3:13])[CH:7]=1)=[N:4][OH:5].[S:16](Cl)([C:19]1[CH:25]=[CH:24][C:22]([CH3:23])=[CH:21][CH:20]=1)(=[O:18])=[O:17].C(N(CC)CC)C.O, predict the reaction product. The product is: [S:16]([C:19]1[CH:25]=[CH:24][C:22]([CH3:23])=[CH:21][CH:20]=1)([OH:5])(=[O:18])=[O:17].[F:1][C:2]([F:14])([F:15])[C:3]([C:6]1[CH:11]=[CH:10][CH:9]=[C:8]([O:12][CH3:13])[CH:7]=1)=[N:4][OH:5]. (5) Given the reactants [Br:1][C:2]1[CH:7]=[CH:6][C:5]([CH:8]2[CH2:13][CH2:12][NH:11][CH2:10][CH2:9]2)=[CH:4][CH:3]=1.C(N(CC)CC)C.[CH3:21][S:22](Cl)(=[O:24])=[O:23], predict the reaction product. The product is: [Br:1][C:2]1[CH:7]=[CH:6][C:5]([CH:8]2[CH2:9][CH2:10][N:11]([S:22]([CH3:21])(=[O:24])=[O:23])[CH2:12][CH2:13]2)=[CH:4][CH:3]=1. (6) Given the reactants C[O:2][C:3](=[O:35])[C:4]1[CH:9]=[CH:8][C:7]([CH2:10][O:11][C:12]2[CH:17]=[C:16]([CH3:18])[C:15]([CH3:19])=[CH:14][C:13]=2[N:20]([CH2:30][CH:31]([CH3:33])[CH3:32])[S:21]([C:24]2[O:25][C:26]([CH3:29])=[CH:27][CH:28]=2)(=[O:23])=[O:22])=[C:6]([CH3:34])[CH:5]=1.Cl.C(OCC)(=O)C.O, predict the reaction product. The product is: [CH3:34][C:6]1[CH:5]=[C:4]([CH:9]=[CH:8][C:7]=1[CH2:10][O:11][C:12]1[CH:17]=[C:16]([CH3:18])[C:15]([CH3:19])=[CH:14][C:13]=1[N:20]([CH2:30][CH:31]([CH3:33])[CH3:32])[S:21]([C:24]1[O:25][C:26]([CH3:29])=[CH:27][CH:28]=1)(=[O:23])=[O:22])[C:3]([OH:35])=[O:2]. (7) Given the reactants [NH2:1][C:2]1[CH:15]=[CH:14][C:5]2[CH2:6][CH2:7][CH2:8][C:9](=[O:13])[N:10]([CH2:11][CH3:12])[C:4]=2[CH:3]=1.Cl[C:17]1[N:22]=[C:21]([NH:23][C:24]2[C:33]([CH3:34])=[CH:32][CH:31]=[CH:30][C:25]=2[C:26]([NH:28][CH3:29])=[O:27])[C:20]([Cl:35])=[CH:19][N:18]=1, predict the reaction product. The product is: [Cl:35][C:20]1[C:21]([NH:23][C:24]2[C:33]([CH3:34])=[CH:32][CH:31]=[CH:30][C:25]=2[C:26]([NH:28][CH3:29])=[O:27])=[N:22][C:17]([NH:1][C:2]2[CH:15]=[CH:14][C:5]3[CH2:6][CH2:7][CH2:8][C:9](=[O:13])[N:10]([CH2:11][CH3:12])[C:4]=3[CH:3]=2)=[N:18][CH:19]=1. (8) Given the reactants CO.C1COCC1.C[O:9][C:10](=[O:39])[CH2:11][CH2:12][C:13]1[CH:18]=[CH:17][C:16]([O:19][CH2:20][C:21]2[CH:26]=[CH:25][C:24]([O:27][CH2:28][C:29](=[N:36][O:37][CH3:38])[C:30]3[CH:35]=[CH:34][CH:33]=[CH:32][CH:31]=3)=[CH:23][CH:22]=2)=[CH:15][CH:14]=1.[OH-].[Na+], predict the reaction product. The product is: [CH3:38][O:37]/[N:36]=[C:29](/[C:30]1[CH:31]=[CH:32][CH:33]=[CH:34][CH:35]=1)\[CH2:28][O:27][C:24]1[CH:25]=[CH:26][C:21]([CH2:20][O:19][C:16]2[CH:17]=[CH:18][C:13]([CH2:12][CH2:11][C:10]([OH:39])=[O:9])=[CH:14][CH:15]=2)=[CH:22][CH:23]=1. (9) Given the reactants [CH2:1]([N:5]([CH3:24])[C:6]([C:8]1[CH:9]=[C:10]([C:21](O)=[O:22])[CH:11]=[C:12]([C:14]2[CH:19]=[CH:18][C:17]([CH3:20])=[CH:16][CH:15]=2)[CH:13]=1)=[O:7])[CH:2]([CH3:4])[CH3:3].Cl.CN(C)CCCN=C=NCC.O.ON1C2C=CC=CC=2N=N1.[CH3:48][C:49]1[N:54]=[CH:53][C:52]([CH2:55][NH2:56])=[CH:51][N:50]=1.C(N(CC)C(C)C)(C)C, predict the reaction product. The product is: [CH2:1]([N:5]([CH3:24])[C:6]([C:8]1[CH:13]=[C:12]([C:14]2[CH:19]=[CH:18][C:17]([CH3:20])=[CH:16][CH:15]=2)[CH:11]=[C:10]([C:21]([NH:56][CH2:55][C:52]2[CH:51]=[N:50][C:49]([CH3:48])=[N:54][CH:53]=2)=[O:22])[CH:9]=1)=[O:7])[CH:2]([CH3:4])[CH3:3].